The task is: Predict the reaction yield, written as a fraction of the theoretical maximum amount of product (1.0 means a 100% yield; for example, 0.34 means a 34% yield).. This data is from Reaction yield outcomes from USPTO patents with 853,638 reactions. The reactants are [Li+].C[Si]([N-:6][Si](C)(C)C)(C)C.C(OCC)C.[F:16][C:17]1[CH:18]=[C:19]([CH:22]=[CH:23][C:24]=1[O:25][CH3:26])[C:20]#[N:21]. The catalyst is C1COCC1. The product is [F:16][C:17]1[CH:18]=[C:19]([CH:22]=[CH:23][C:24]=1[O:25][CH3:26])[C:20]([NH2:6])=[NH:21]. The yield is 0.900.